Dataset: Reaction yield outcomes from USPTO patents with 853,638 reactions. Task: Predict the reaction yield, written as a fraction of the theoretical maximum amount of product (1.0 means a 100% yield; for example, 0.34 means a 34% yield). (1) The reactants are C([NH:4][C:5]1[CH:12]=[C:11]([N+:13]([O-:15])=[O:14])[CH:10]=[CH:9][C:6]=1[CH2:7][OH:8])(=O)C.Cl. No catalyst specified. The product is [NH2:4][C:5]1[CH:12]=[C:11]([N+:13]([O-:15])=[O:14])[CH:10]=[CH:9][C:6]=1[CH2:7][OH:8]. The yield is 1.00. (2) The product is [C:1]([C:6]1[S:10][C:9]([CH2:11][CH3:12])=[C:8]([CH:13]([NH:20][C:21]2[CH:29]=[CH:28][C:24]([C:25]([NH:31][CH2:32][CH2:33][C:34]([OH:36])=[O:35])=[O:26])=[CH:23][CH:22]=2)[CH:14]2[CH2:19][CH2:18][CH2:17][CH2:16][CH2:15]2)[CH:7]=1)(=[O:5])[CH2:2][CH2:3][CH3:4]. The reactants are [C:1]([C:6]1[S:10][C:9]([CH2:11][CH3:12])=[C:8]([CH:13]([NH:20][C:21]2[CH:29]=[CH:28][C:24]([C:25](O)=[O:26])=[CH:23][CH:22]=2)[CH:14]2[CH2:19][CH2:18][CH2:17][CH2:16][CH2:15]2)[CH:7]=1)(=[O:5])[CH2:2][CH2:3][CH3:4].Cl.[NH2:31][CH2:32][CH2:33][C:34]([O:36]CC)=[O:35].O.ON1C2C=CC=CC=2N=N1.Cl.C(N=C=NCCCN(C)C)C.Cl.[OH-].[Na+]. The yield is 0.640. The catalyst is CN(C)C=O.C(O)C.O1CCCC1.C(N(CC)CC)C. (3) The reactants are Br[CH2:2][CH2:3][O:4][CH2:5][CH2:6][O:7][CH2:8][CH2:9][O:10][CH2:11][CH2:12][O:13][C:14]1[CH:15]=[C:16]([CH2:22][C@@H:23]([CH3:37])[C@@H:24]([CH3:36])[CH2:25][C:26]2[CH:31]=[CH:30][C:29]([O:32][CH3:33])=[C:28]([O:34][CH3:35])[CH:27]=2)[CH:17]=[CH:18][C:19]=1[O:20][CH3:21].C(=O)([O-])[O-].[K+].[K+].[N+:44]([C:47]1[NH:48][CH:49]=[CH:50][N:51]=1)([O-:46])=[O:45]. No catalyst specified. The product is [CH3:35][O:34][C:28]1[CH:27]=[C:26]([CH2:25][C@H:24]([CH3:36])[C@H:23]([CH3:37])[CH2:22][C:16]2[CH:17]=[CH:18][C:19]([O:20][CH3:21])=[C:14]([O:13][CH2:12][CH2:11][O:10][CH2:9][CH2:8][O:7][CH2:6][CH2:5][O:4][CH2:3][CH2:2][N:48]3[CH:49]=[CH:50][N:51]=[C:47]3[N+:44]([O-:46])=[O:45])[CH:15]=2)[CH:31]=[CH:30][C:29]=1[O:32][CH3:33]. The yield is 0.850. (4) The reactants are Br[C:2]1[CH:7]=[CH:6][CH:5]=[CH:4][C:3]=1[C:8]1[CH:13]=[CH:12][CH:11]=[CH:10][C:9]=1[Br:14].[C:15]1(B(O)O)[CH:20]=[CH:19][CH:18]=[CH:17][CH:16]=1.C(=O)([O-])[O-].[Na+].[Na+]. The catalyst is C1C=CC([P]([Pd]([P](C2C=CC=CC=2)(C2C=CC=CC=2)C2C=CC=CC=2)([P](C2C=CC=CC=2)(C2C=CC=CC=2)C2C=CC=CC=2)[P](C2C=CC=CC=2)(C2C=CC=CC=2)C2C=CC=CC=2)(C2C=CC=CC=2)C2C=CC=CC=2)=CC=1.C1(C)C=CC=CC=1. The product is [C:15]1([C:2]2[CH:7]=[CH:6][CH:5]=[CH:4][C:3]=2[C:8]2[CH:13]=[CH:12][CH:11]=[CH:10][C:9]=2[Br:14])[CH:20]=[CH:19][CH:18]=[CH:17][CH:16]=1. The yield is 0.700.